From a dataset of Forward reaction prediction with 1.9M reactions from USPTO patents (1976-2016). Predict the product of the given reaction. (1) The product is: [CH3:21][N:18]1[CH2:19][CH2:20][C:8]2[N:7]([C:3]3[CH2:4][CH2:5][CH2:6][C:2]=3[C:26]3[CH:25]=[N:24][C:23]([CH3:22])=[CH:28][CH:27]=3)[C:15]3[CH:14]=[CH:13][C:12]([CH3:16])=[CH:11][C:10]=3[C:9]=2[CH2:17]1. Given the reactants Br[C:2]1[CH2:6][CH2:5][CH2:4][C:3]=1[N:7]1[C:15]2[CH:14]=[CH:13][C:12]([CH3:16])=[CH:11][C:10]=2[C:9]2[CH2:17][N:18]([CH3:21])[CH2:19][CH2:20][C:8]1=2.[CH3:22][C:23]1[CH:28]=[CH:27][C:26](B2OC(C)(C)C(C)(C)O2)=[CH:25][N:24]=1.C([O-])([O-])=O.[K+].[K+], predict the reaction product. (2) Given the reactants CO[C:3](=[O:20])[CH2:4][C:5]1([C:16]([O:18][CH3:19])=[O:17])O[N:12]2[C:7]([C:8]([CH3:15])([CH3:14])[O:9][CH2:10][CH2:11]2)=[N:6]1.[OH2:21], predict the reaction product. The product is: [OH:21][C:4]1[C:3](=[O:20])[N:12]2[C:7]([C:8]([CH3:14])([CH3:15])[O:9][CH2:10][CH2:11]2)=[N:6][C:5]=1[C:16]([O:18][CH3:19])=[O:17]. (3) Given the reactants Cl[C:2]1[N:3]=[CH:4][C:5]([C:8]([NH:10][CH:11]([CH3:13])[CH3:12])=[O:9])=[N:6][CH:7]=1.Cl.[CH3:15][C:16]1([CH3:35])[C:20]([CH3:22])([CH3:21])[O:19][B:18]([C:23]2[CH:24]=[N:25][N:26]([C:28]3([CH2:32][C:33]#[N:34])[CH2:31][NH:30][CH2:29]3)[CH:27]=2)[O:17]1.C(N(CC)C(C)C)(C)C, predict the reaction product. The product is: [C:33]([CH2:32][C:28]1([N:26]2[CH:27]=[C:23]([B:18]3[O:19][C:20]([CH3:22])([CH3:21])[C:16]([CH3:35])([CH3:15])[O:17]3)[CH:24]=[N:25]2)[CH2:31][N:30]([C:2]2[N:3]=[CH:4][C:5]([C:8]([NH:10][CH:11]([CH3:13])[CH3:12])=[O:9])=[N:6][CH:7]=2)[CH2:29]1)#[N:34]. (4) Given the reactants [CH3:1][O:2][C:3]1[CH:4]=[C:5]([NH:10][C:11]2[N:16]=[C:15]([N:17]3[CH:21]=[CH:20][C:19]([C:22]([F:25])([F:24])[F:23])=[N:18]3)[C:14]([C:26]3[CH:27]=[C:28]([C:34]([O:36]C)=[O:35])[C:29](=[O:33])[N:30]([CH3:32])[CH:31]=3)=[CH:13][N:12]=2)[CH:6]=[C:7]([CH3:9])[CH:8]=1.O.[OH-].[Na+], predict the reaction product. The product is: [CH3:1][O:2][C:3]1[CH:4]=[C:5]([NH:10][C:11]2[N:16]=[C:15]([N:17]3[CH:21]=[CH:20][C:19]([C:22]([F:25])([F:24])[F:23])=[N:18]3)[C:14]([C:26]3[CH:27]=[C:28]([C:34]([OH:36])=[O:35])[C:29](=[O:33])[N:30]([CH3:32])[CH:31]=3)=[CH:13][N:12]=2)[CH:6]=[C:7]([CH3:9])[CH:8]=1. (5) Given the reactants [NH2:1][C@@H:2]([C:11]1[CH:16]=[CH:15][C:14]([F:17])=[C:13]([F:18])[CH:12]=1)[CH2:3][C:4]([O:6][C:7]([CH3:10])([CH3:9])[CH3:8])=[O:5].CN(C1C2C(N(C)C)=CC=CC=2C=CC=1)C.Cl[C:36]1[NH:41][C:40](=[O:42])[N:39]([CH:43]([CH3:45])[CH3:44])[C:38](=[O:46])[CH:37]=1, predict the reaction product. The product is: [F:18][C:13]1[CH:12]=[C:11]([C@H:2]([NH:1][C:36]2[NH:41][C:40](=[O:42])[N:39]([CH:43]([CH3:44])[CH3:45])[C:38](=[O:46])[CH:37]=2)[CH2:3][C:4]([O:6][C:7]([CH3:10])([CH3:9])[CH3:8])=[O:5])[CH:16]=[CH:15][C:14]=1[F:17]. (6) Given the reactants S(=O)(=O)(O)O.[N:6]1[CH:7]=[N:8][N:9]2[CH:14]=[C:13]([C:15]3[CH:16]=[C:17]([CH:31]=[CH:32][CH:33]=3)[CH2:18][NH:19][CH2:20][CH:21]([C:23]3[CH:28]=[CH:27][C:26]([Cl:29])=[C:25]([Cl:30])[CH:24]=3)O)[CH:12]=[CH:11][C:10]=12.[NH4+].[OH-].CS(O)(=O)=O, predict the reaction product. The product is: [N:6]1[CH:7]=[N:8][N:9]2[CH:14]=[C:13]([C:15]3[CH:16]=[C:17]4[C:31]([CH:21]([C:23]5[CH:28]=[CH:27][C:26]([Cl:29])=[C:25]([Cl:30])[CH:24]=5)[CH2:20][NH:19][CH2:18]4)=[CH:32][CH:33]=3)[CH:12]=[CH:11][C:10]=12.[N:6]1[CH:7]=[N:8][N:9]2[CH:14]=[C:13]([C:15]3[CH:16]=[C:17]4[C:31]([CH:21]([C:23]5[CH:28]=[CH:27][C:26]([Cl:29])=[C:25]([Cl:30])[CH:24]=5)[CH2:20][NH:19][CH2:18]4)=[CH:32][CH:33]=3)[CH:12]=[CH:11][C:10]=12.